From a dataset of Catalyst prediction with 721,799 reactions and 888 catalyst types from USPTO. Predict which catalyst facilitates the given reaction. (1) Reactant: C([O-])(O)=O.[Na+].[CH3:6][O:7][C:8](=[O:27])/[CH:9]=[CH:10]/[C:11]1[CH:16]=[CH:15][CH:14]=[CH:13][C:12]=1[S:17]([CH2:20][C:21]1[CH:26]=[CH:25][CH:24]=[CH:23][CH:22]=1)(=[O:19])=[O:18]. Product: [CH3:6][O:7][C:8](=[O:27])[CH2:9][CH:10]1[CH:20]([C:21]2[CH:26]=[CH:25][CH:24]=[CH:23][CH:22]=2)[S:17](=[O:18])(=[O:19])[C:12]2[CH:13]=[CH:14][CH:15]=[CH:16][C:11]1=2. The catalyst class is: 12. (2) Reactant: C([N:8]1[CH2:13][CH2:12][N:11]([C:14]2[C:15]3[S:22][CH:21]=[CH:20][C:16]=3[N:17]([CH3:19])[N:18]=2)[CH2:10][CH2:9]1)C1C=CC=CC=1.ClC(OC(Cl)=O)C. Product: [CH3:19][N:17]1[C:16]2[CH:20]=[CH:21][S:22][C:15]=2[C:14]([N:11]2[CH2:10][CH2:9][NH:8][CH2:13][CH2:12]2)=[N:18]1. The catalyst class is: 2. (3) Reactant: [CH3:1][S:2]([NH:5][C@@H:6]1[CH2:10][CH2:9][N:8]([C:11]2[CH:16]=[C:15]([C:17]([F:20])([F:19])[F:18])[CH:14]=[CH:13][C:12]=2[CH2:21][N:22]2[CH2:27][CH2:26][N:25](C(OC(C)(C)C)=O)[CH2:24][CH2:23]2)[CH2:7]1)(=[O:4])=[O:3].C(O)(C(F)(F)F)=O. Product: [N:22]1([CH2:21][C:12]2[CH:13]=[CH:14][C:15]([C:17]([F:20])([F:18])[F:19])=[CH:16][C:11]=2[N:8]2[CH2:9][CH2:10][C@@H:6]([NH:5][S:2]([CH3:1])(=[O:3])=[O:4])[CH2:7]2)[CH2:27][CH2:26][NH:25][CH2:24][CH2:23]1. The catalyst class is: 2. (4) Reactant: [C:1]([O:5][C:6]([NH:8][C@H:9]([CH2:31][C:32]1[CH:37]=[CH:36][C:35]([Cl:38])=[CH:34][CH:33]=1)[C:10]([N:12]1[CH2:17][CH2:16][N:15]([C:18]2[C:23]([C:24]([O:26]C)=[O:25])=[CH:22][N:21]=[C:20]3[NH:28][CH:29]=[CH:30][C:19]=23)[CH2:14][CH2:13]1)=[O:11])=[O:7])([CH3:4])([CH3:3])[CH3:2].C1COCC1.CO.[Li+].[OH-]. Product: [C:1]([O:5][C:6]([NH:8][C@H:9]([CH2:31][C:32]1[CH:33]=[CH:34][C:35]([Cl:38])=[CH:36][CH:37]=1)[C:10]([N:12]1[CH2:13][CH2:14][N:15]([C:18]2[C:23]([C:24]([OH:26])=[O:25])=[CH:22][N:21]=[C:20]3[NH:28][CH:29]=[CH:30][C:19]=23)[CH2:16][CH2:17]1)=[O:11])=[O:7])([CH3:4])([CH3:2])[CH3:3]. The catalyst class is: 6. (5) Reactant: [N+:1]([C:4]1[CH:18]=[CH:17][CH:16]=[CH:15][C:5]=1[O:6][CH2:7][CH2:8][C:9]1[CH:14]=[CH:13][CH:12]=[CH:11][N:10]=1)([O-:3])=[O:2].[S:19]([O:24]C)([O:22][CH3:23])(=[O:21])=[O:20]. The catalyst class is: 13. Product: [CH3:23][O:22][S:19]([O-:24])(=[O:21])=[O:20].[CH3:23][N+:10]1[CH:11]=[CH:12][CH:13]=[CH:14][C:9]=1[CH2:8][CH2:7][O:6][C:5]1[CH:15]=[CH:16][CH:17]=[CH:18][C:4]=1[N+:1]([O-:3])=[O:2]. (6) Reactant: [CH2:1]([N:8]1[CH2:14][CH:13]2[CH:15]([NH:16][CH3:17])[CH:10]([CH2:11][CH2:12]2)[CH2:9]1)[C:2]1[CH:7]=[CH:6][CH:5]=[CH:4][CH:3]=1.CS(OC[CH2:24][CH2:25][CH:26]([C:38]1[CH:43]=[CH:42][C:41]([C:44]#[N:45])=[CH:40][CH:39]=1)[O:27][C:28]1[CH:33]=[CH:32][C:31]([O:34][CH3:35])=[C:30]([O:36][CH3:37])[CH:29]=1)(=O)=O.[C:46](=O)([O-])[O-].[K+].[K+]. Product: [CH2:1]([N:8]1[CH2:14][CH:13]2[CH:15]([N:16]([CH3:46])[CH2:17][CH2:24][CH2:25][CH:26]([C:38]3[CH:39]=[CH:40][C:41]([C:44]#[N:45])=[CH:42][CH:43]=3)[O:27][C:28]3[CH:33]=[CH:32][C:31]([O:34][CH3:35])=[C:30]([O:36][CH3:37])[CH:29]=3)[CH:10]([CH2:11][CH2:12]2)[CH2:9]1)[C:2]1[CH:3]=[CH:4][CH:5]=[CH:6][CH:7]=1. The catalyst class is: 3.